Task: Predict which catalyst facilitates the given reaction.. Dataset: Catalyst prediction with 721,799 reactions and 888 catalyst types from USPTO (1) Reactant: S(=O)(=O)(O)[OH:2].[C:6]([C:8]1[C:13]([S:14][CH2:15][CH3:16])=[CH:12][CH:11]=[CH:10][N:9]=1)#N.[OH-:17].[K+]. Product: [CH2:15]([S:14][C:13]1[C:8]([C:6]([OH:2])=[O:17])=[N:9][CH:10]=[CH:11][CH:12]=1)[CH3:16]. The catalyst class is: 6. (2) Reactant: [F:1][C:2]1[CH:3]=[CH:4][C:5]2[N:6]([CH:8]=[C:9]([C:11]([NH:13][C@H:14]3[CH2:19][CH2:18][C@@H:17]([N:20]4[C:25](=[O:26])[C:24]5[CH:27]=[C:28]([F:31])[CH:29]=[N:30][C:23]=5[N:22]([C:32]5[CH:33]=[C:34]([C:39]6[CH:44]=[CH:43][CH:42]=[CH:41][CH:40]=6)[CH:35]=[CH:36][C:37]=5O)[C:21]4=[O:45])[CH2:16][CH2:15]3)=[O:12])[N:10]=2)[CH:7]=1.C1(P(C2C=CC=CC=2)C2C=CC=CC=2)C=CC=CC=1.[Cl:65][CH2:66][CH2:67][OH:68].N(C(OC(C)C)=O)=NC(OC(C)C)=O. Product: [Cl:65][CH2:66][CH2:67][O:68][C:42]1[CH:43]=[CH:44][C:39]([C:34]2[CH:35]=[CH:36][CH:37]=[C:32]([N:22]3[C:23]4[N:30]=[CH:29][C:28]([F:31])=[CH:27][C:24]=4[C:25](=[O:26])[N:20]([C@@H:17]4[CH2:18][CH2:19][C@H:14]([NH:13][C:11]([C:9]5[N:10]=[C:5]6[CH:4]=[CH:3][C:2]([F:1])=[CH:7][N:6]6[CH:8]=5)=[O:12])[CH2:15][CH2:16]4)[C:21]3=[O:45])[CH:33]=2)=[CH:40][CH:41]=1. The catalyst class is: 1. (3) Reactant: [Br:1][C:2]1[C:3]([F:10])=[C:4]([NH2:9])C(N)=C[CH:7]=1.[CH2:11]([N:13]([CH2:16][CH3:17])[CH2:14]C)C.ClC(Cl)(OC(=O)OC(Cl)(Cl)Cl)Cl.[OH-:30].[Na+].C(=O)([O-])[O-].[K+].[K+].[CH3:38]I. Product: [Br:1][C:2]1[CH:7]=[CH:17][C:16]2[N:13]([CH3:11])[C:14](=[O:30])[N:9]([CH3:38])[C:4]=2[C:3]=1[F:10]. The catalyst class is: 765. (4) Reactant: [F:1][CH:2]([F:29])[C@@:3]1([C:10]2[CH:15]=[C:14]([NH:16][C:17]3[C:22]([O:23][CH3:24])=[CH:21][C:20]([N+:25]([O-])=O)=[CH:19][N:18]=3)[CH:13]=[CH:12][C:11]=2[F:28])[CH2:8][O:7][CH2:6][C:5]([NH2:9])=[N:4]1. Product: [NH2:9][C:5]1[CH2:6][O:7][CH2:8][C@:3]([C:10]2[CH:15]=[C:14]([NH:16][C:17]3[C:22]([O:23][CH3:24])=[CH:21][C:20]([NH2:25])=[CH:19][N:18]=3)[CH:13]=[CH:12][C:11]=2[F:28])([CH:2]([F:1])[F:29])[N:4]=1. The catalyst class is: 50. (5) Reactant: [CH3:1][C:2]1[C:6]2[C:7](=[O:19])[N:8]([CH2:12][CH2:13][N:14]3[CH2:18][CH2:17][CH2:16][CH2:15]3)[CH2:9][CH2:10][CH2:11][C:5]=2[NH:4][C:3]=1[CH:20]=O.[Cl:22][C:23]1[CH:28]=[CH:27][CH:26]=[C:25]([Cl:29])[C:24]=1[CH2:30][S:31]([C:34]1[CH:35]=[C:36]2[C:40](=[CH:41][CH:42]=1)[NH:39][C:38](=[O:43])[CH2:37]2)(=[O:33])=[O:32].N1CCCCC1. Product: [Cl:22][C:23]1[CH:28]=[CH:27][CH:26]=[C:25]([Cl:29])[C:24]=1[CH2:30][S:31]([C:34]1[CH:35]=[C:36]2[C:40](=[CH:41][CH:42]=1)[NH:39][C:38](=[O:43])/[C:37]/2=[CH:20]\[C:3]1[NH:4][C:5]2[CH2:11][CH2:10][CH2:9][N:8]([CH2:12][CH2:13][N:14]3[CH2:15][CH2:16][CH2:17][CH2:18]3)[C:7](=[O:19])[C:6]=2[C:2]=1[CH3:1])(=[O:32])=[O:33]. The catalyst class is: 8. (6) Reactant: C(=O)([O-])[O-].[K+].[K+].Br[CH2:8][CH2:9][CH2:10][CH2:11][CH2:12]Br.[CH2:14]([O:16][C:17](=[O:21])[CH2:18][C:19]#[N:20])[CH3:15]. Product: [C:19]([C:18]1([C:17]([O:16][CH2:14][CH3:15])=[O:21])[CH2:12][CH2:11][CH2:10][CH2:9][CH2:8]1)#[N:20]. The catalyst class is: 3. (7) Product: [CH3:11][N:12]1[C:16]([C:2]2[N:3]=[C:4]([C:7]([O:9][CH3:10])=[O:8])[S:5][CH:6]=2)=[CH:15][CH:14]=[N:13]1. The catalyst class is: 760. Reactant: Br[C:2]1[N:3]=[C:4]([C:7]([O:9][CH3:10])=[O:8])[S:5][CH:6]=1.[CH3:11][N:12]1[C:16](B2OC(C)(C)C(C)(C)O2)=[CH:15][CH:14]=[N:13]1.C(=O)([O-])[O-].[K+].[K+]. (8) Reactant: FC(F)(F)C(O)=O.[CH3:8][O:9][C:10](=[O:53])[CH2:11][C:12]1[CH:17]=[CH:16][C:15]([C:18]2[CH:23]=[CH:22][C:21]([C:24]([CH2:49][CH3:50])([C:27]3[CH:32]=[CH:31][C:30]([C:33]#[C:34][C:35]([O:44]COC)([C:40]([F:43])([F:42])[F:41])[C:36]([F:39])([F:38])[F:37])=[C:29]([CH3:48])[CH:28]=3)[CH2:25][CH3:26])=[CH:20][C:19]=2[CH3:51])=[CH:14][C:13]=1[F:52]. Product: [CH3:8][O:9][C:10](=[O:53])[CH2:11][C:12]1[CH:17]=[CH:16][C:15]([C:18]2[CH:23]=[CH:22][C:21]([C:24]([CH2:49][CH3:50])([C:27]3[CH:32]=[CH:31][C:30]([C:33]#[C:34][C:35]([OH:44])([C:40]([F:41])([F:43])[F:42])[C:36]([F:38])([F:37])[F:39])=[C:29]([CH3:48])[CH:28]=3)[CH2:25][CH3:26])=[CH:20][C:19]=2[CH3:51])=[CH:14][C:13]=1[F:52]. The catalyst class is: 4. (9) Reactant: [CH3:1][NH:2][CH2:3][CH:4]=[CH2:5].Cl[C:7]([O:9][CH:10]([CH3:12])[CH3:11])=[O:8].C(N(CC)CC)C. Product: [CH2:3]([N:2]([CH3:1])[C:7](=[O:8])[O:9][CH:10]([CH3:12])[CH3:11])[CH:4]=[CH2:5]. The catalyst class is: 25. (10) The catalyst class is: 52. Reactant: C([N:11]1[CH2:18][CH2:17][CH2:16][C@@:12]1([C:19]([NH:21][C:22]1[CH:27]=[CH:26][CH:25]=[C:24]([OH:28])[CH:23]=1)=[O:20])[C:13]([OH:15])=[O:14])(OCC1C=CC=CC=1)=O.[BrH:29]. Product: [BrH:29].[OH:28][C:24]1[CH:23]=[C:22]([NH:21][C:19]([C@@:12]2([C:13]([OH:15])=[O:14])[CH2:16][CH2:17][CH2:18][NH:11]2)=[O:20])[CH:27]=[CH:26][CH:25]=1.